This data is from Catalyst prediction with 721,799 reactions and 888 catalyst types from USPTO. The task is: Predict which catalyst facilitates the given reaction. (1) Reactant: Cl.[CH3:2][O:3][C:4](=[O:15])[C@H:5]([CH2:7][C:8]1[CH:13]=[CH:12][C:11]([OH:14])=[CH:10][CH:9]=1)[NH2:6].C(N(CC)CC)C.Cl.[C:24](Cl)(=[O:40])[CH2:25][CH2:26][CH2:27][CH2:28][CH2:29][CH2:30][CH2:31][CH2:32][CH2:33][CH2:34][CH2:35][CH2:36][CH2:37][CH2:38][CH3:39]. Product: [OH:14][C:11]1[CH:10]=[CH:9][C:8]([CH2:7][C@H:5]([NH:6][C:24](=[O:40])[CH2:25][CH2:26][CH2:27][CH2:28][CH2:29][CH2:30][CH2:31][CH2:32][CH2:33][CH2:34][CH2:35][CH2:36][CH2:37][CH2:38][CH3:39])[C:4]([O:3][CH3:2])=[O:15])=[CH:13][CH:12]=1. The catalyst class is: 229. (2) Reactant: Br[C:2]1[C:3]([O:23][CH3:24])=[C:4]([CH:10]([N:12]2[C:16]3=[N:17][CH:18]=[N:19][C:20]([NH2:21])=[C:15]3[C:14]([CH3:22])=[N:13]2)[CH3:11])[CH:5]=[C:6]([Cl:9])[C:7]=1[CH3:8].P([O-])([O-])([O-])=O.[K+].[K+].[K+].[C:33]1([CH3:39])[CH:38]=CC=C[CH:34]=1.[OH2:40]. Product: [NH2:21][C:20]1[N:19]=[CH:18][N:17]=[C:16]2[N:12]([CH:10]([C:4]3[C:3]([O:23][CH3:24])=[C:2]([CH2:7][CH2:2][C:3]([O:23][C:33]([CH3:34])([CH3:38])[CH3:39])=[O:40])[C:7]([CH3:8])=[C:6]([Cl:9])[CH:5]=3)[CH3:11])[N:13]=[C:14]([CH3:22])[C:15]=12. The catalyst class is: 73.